Dataset: Full USPTO retrosynthesis dataset with 1.9M reactions from patents (1976-2016). Task: Predict the reactants needed to synthesize the given product. (1) Given the product [CH:9]([O:8][C:7]1[C:2]([CH3:1])=[CH:3][C:4]([C:13]2[C:14]([CH2:24][N:25]([CH3:36])[CH2:26][CH2:27][NH2:28])=[CH:15][NH:16][N:47]=2)=[CH:5][C:6]=1[CH3:12])([CH3:11])[CH3:10], predict the reactants needed to synthesize it. The reactants are: [CH3:1][C:2]1[CH:3]=[C:4]([C:13]2[C:14]([CH2:24][N:25]([CH3:36])[CH2:26][CH2:27][NH:28]C(=O)OC(C)(C)C)=[CH:15][N:16](C3CCCCO3)C=2)[CH:5]=[C:6]([CH3:12])[C:7]=1[O:8][CH:9]([CH3:11])[CH3:10].O.C(O)(C(F)(F)F)=O.CC#[N:47]. (2) The reactants are: [NH2:1][C:2]1[CH:3]=[C:4]([OH:9])[CH:5]=[CH:6][C:7]=1[F:8].[H-].[Na+].[CH3:12][O:13][C:14](=[O:18])[C@H:15](Cl)[CH3:16].[Cl-].[NH4+]. Given the product [CH3:12][O:13][C:14](=[O:18])[C@@H:15]([O:9][C:4]1[CH:5]=[CH:6][C:7]([F:8])=[C:2]([NH2:1])[CH:3]=1)[CH3:16], predict the reactants needed to synthesize it. (3) Given the product [CH2:8]([C:7]1[C:2]([N:1]([S:37]([CH2:30][C:29]2[CH:28]=[CH:33][CH:32]=[CH:31][CH:36]=2)(=[O:39])=[O:38])[S:37]([CH2:30][C:31]2[CH:36]=[CH:35][CH:34]=[CH:33][CH:32]=2)(=[O:39])=[O:38])=[N:3][CH:4]=[C:5]([C:15]2[CH:16]=[CH:17][C:18]([O:21][CH3:22])=[CH:19][CH:20]=2)[N:6]=1)[C:9]1[CH:10]=[CH:11][CH:12]=[CH:13][CH:14]=1, predict the reactants needed to synthesize it. The reactants are: [NH2:1][C:2]1[C:7]([CH2:8][C:9]2[CH:14]=[CH:13][CH:12]=[CH:11][CH:10]=2)=[N:6][C:5]([C:15]2[CH:20]=[CH:19][C:18]([O:21][CH3:22])=[CH:17][CH:16]=2)=[CH:4][N:3]=1.C(N([CH2:28][CH3:29])CC)C.[CH2:30]([S:37](Cl)(=[O:39])=[O:38])[C:31]1[CH:36]=[CH:35][CH:34]=[CH:33][CH:32]=1.Cl. (4) Given the product [C:13]1(=[C:17]([O:19][CH2:20][CH3:21])[O:18][Si:23]([CH3:26])([CH3:25])[CH3:24])[CH2:16][CH2:15][CH2:14]1, predict the reactants needed to synthesize it. The reactants are: C([Li])CCC.C(NC(C)C)(C)C.[CH:13]1([C:17]([O:19][CH2:20][CH3:21])=[O:18])[CH2:16][CH2:15][CH2:14]1.Cl[Si:23]([CH3:26])([CH3:25])[CH3:24]. (5) The reactants are: [Cl:1][C:2]1[CH:7]=[CH:6][N:5]=[C:4]([O:8][CH3:9])[C:3]=1[C:10]1[NH:11][C:12]2[C:17]([CH:18]=1)=[CH:16][CH:15]=[C:14]([NH2:19])[CH:13]=2.[Cl:20][C:21]1[CH:22]=[C:23]([CH:27]=[CH:28][CH:29]=1)[C:24](O)=[O:25].CN(C(ON1N=NC2C=CC=NC1=2)=[N+](C)C)C.F[P-](F)(F)(F)(F)F.O. Given the product [Cl:20][C:21]1[CH:22]=[C:23]([CH:27]=[CH:28][CH:29]=1)[C:24]([NH:19][C:14]1[CH:13]=[C:12]2[C:17]([CH:18]=[C:10]([C:3]3[C:4]([O:8][CH3:9])=[N:5][CH:6]=[CH:7][C:2]=3[Cl:1])[NH:11]2)=[CH:16][CH:15]=1)=[O:25], predict the reactants needed to synthesize it. (6) Given the product [CH:18]1[C:12]2[N:11]3[C:7]([C@@H:6]4[C@H:2]([CH3:1])[CH2:3][C@@H:4]([N:29]5[CH2:34][CH2:33][CH:32]([C:35]#[N:36])[CH2:31][CH2:30]5)[CH2:5]4)=[CH:8][N:9]=[C:10]3[CH:15]=[N:14][C:13]=2[NH:16][CH:17]=1, predict the reactants needed to synthesize it. The reactants are: [CH3:1][C@H:2]1[C@@H:6]([C:7]2[N:11]3[C:12]4[CH:18]=[CH:17][N:16](S(C5C=CC(C)=CC=5)(=O)=O)[C:13]=4[N:14]=[CH:15][C:10]3=[N:9][CH:8]=2)[CH2:5][C@H:4]([N:29]2[CH2:34][CH2:33][CH:32]([C:35]#[N:36])[CH2:31][CH2:30]2)[CH2:3]1.[C-]#N.[K+]. (7) Given the product [CH3:9][NH:8][C:10]1[N:15]=[C:14]([CH2:16][CH2:17][O:33][C:34]2[CH:35]=[CH:36][C:37]3[CH2:43][CH:42]([CH2:44][C:45]([OH:47])=[O:46])[C:41]4[CH:50]=[CH:51][CH:52]=[CH:53][C:40]=4[O:39][C:38]=3[CH:54]=2)[CH:13]=[CH:12][CH:11]=1, predict the reactants needed to synthesize it. The reactants are: C(OC([N:8]([C:10]1[N:15]=[C:14]([CH:16](O)[CH3:17])[CH:13]=[CH:12][CH:11]=1)[CH3:9])=O)(C)(C)C.N(C(OC(C)C)=O)=NC(OC(C)C)=O.[OH:33][C:34]1[CH:35]=[CH:36][C:37]2[CH2:43][CH:42]([CH2:44][C:45]([O:47]CC)=[O:46])[C:41]3[CH:50]=[CH:51][CH:52]=[CH:53][C:40]=3[O:39][C:38]=2[CH:54]=1.C1(P(C2C=CC=CC=2)C2C=CC=CC=2)C=CC=CC=1.